Task: Predict the product of the given reaction.. Dataset: Forward reaction prediction with 1.9M reactions from USPTO patents (1976-2016) (1) Given the reactants [CH3:1][O:2][C:3]1[C:8]([N+:9]([O-])=O)=[C:7]([NH:12][C:13]([C:15]2[O:19][N:18]=[C:17]([C:20]([CH3:23])([CH3:22])[CH3:21])[CH:16]=2)=O)[CH:6]=[C:5]([C:24]2[CH:29]=[CH:28][CH:27]=[CH:26][C:25]=2[C:30]([F:33])([F:32])[F:31])[N:4]=1, predict the reaction product. The product is: [C:20]([C:17]1[CH:16]=[C:15]([C:13]2[NH:9][C:8]3[C:3]([O:2][CH3:1])=[N:4][C:5]([C:24]4[CH:29]=[CH:28][CH:27]=[CH:26][C:25]=4[C:30]([F:33])([F:32])[F:31])=[CH:6][C:7]=3[N:12]=2)[O:19][N:18]=1)([CH3:23])([CH3:22])[CH3:21]. (2) Given the reactants BrC1C2C(=CN(CC)N=2)C=CC=1.S(OCC)(OCC)(=O)=O.FC(F)(F)C(O)=O.[CH:29]1([CH2:32][N:33]([CH2:55][CH2:56][CH3:57])[C:34]([C:36]2[N:37]([CH2:53]C)[N:38]=[C:39]3[C:44]=2[CH:43]=[CH:42][CH:41]=[C:40]3[C:45]2[CH:50]=[CH:49][C:48]([Cl:51])=[CH:47][C:46]=2[Cl:52])=[O:35])[CH2:31][CH2:30]1.S(OC)(OC)(=O)=O, predict the reaction product. The product is: [CH:29]1([CH2:32][N:33]([CH2:55][CH2:56][CH3:57])[C:34]([C:36]2[N:37]([CH3:53])[N:38]=[C:39]3[C:44]=2[CH:43]=[CH:42][CH:41]=[C:40]3[C:45]2[CH:50]=[CH:49][C:48]([Cl:51])=[CH:47][C:46]=2[Cl:52])=[O:35])[CH2:31][CH2:30]1.